This data is from Forward reaction prediction with 1.9M reactions from USPTO patents (1976-2016). The task is: Predict the product of the given reaction. The product is: [CH3:1][C:2]([C:13]1[CH:14]=[N:15][CH:16]=[CH:17][CH:18]=1)([CH2:5][C:6]1[CH:11]=[CH:10][C:9]([CH3:12])=[CH:8][CH:7]=1)[CH:3]=[O:4]. Given the reactants [CH3:1][C:2]([C:13]1[CH:14]=[N:15][CH:16]=[CH:17][CH:18]=1)([CH2:5][C:6]1[CH:11]=[CH:10][C:9]([CH3:12])=[CH:8][CH:7]=1)[CH2:3][OH:4].C[N+]1([O-])CCOCC1, predict the reaction product.